This data is from Catalyst prediction with 721,799 reactions and 888 catalyst types from USPTO. The task is: Predict which catalyst facilitates the given reaction. (1) Reactant: [CH3:1][C@@H:2]1[NH:7][CH2:6][CH2:5][N:4]([S:8]([C:11]2[CH:16]=[CH:15][C:14]([C:17]([F:20])([F:19])[F:18])=[CH:13][CH:12]=2)(=[O:10])=[O:9])[CH2:3]1.[CH3:21][C:22]1[CH:27]=[C:26]([C:28]([OH:30])=[O:29])[CH:25]=[CH:24][N:23]=1.C1C=CC2N(O)N=NC=2C=1.O.CN(C(ON1N=NC2C=CC=CC1=2)=[N+](C)C)C.F[P-](F)(F)(F)(F)F.CCN(C(C)C)C(C)C. Product: [CH:28]([OH:30])=[O:29].[CH3:1][C@H:2]1[CH2:3][N:4]([S:8]([C:11]2[CH:12]=[CH:13][C:14]([C:17]([F:20])([F:18])[F:19])=[CH:15][CH:16]=2)(=[O:9])=[O:10])[CH2:5][CH2:6][N:7]1[C:28]([C:26]1[CH:25]=[CH:24][N:23]=[C:22]([CH3:21])[CH:27]=1)=[O:29]. The catalyst class is: 3. (2) Reactant: [CH3:1][C@@:2]1([CH:8]=[CH:9][C:10]2[N:11]([CH2:15][CH3:16])[CH:12]=[CH:13][CH:14]=2)[CH2:6][O:5][C:4](=[O:7])[NH:3]1. Product: [CH3:1][C@@:2]1([CH2:8][CH2:9][C:10]2[N:11]([CH2:15][CH3:16])[CH:12]=[CH:13][CH:14]=2)[CH2:6][O:5][C:4](=[O:7])[NH:3]1. The catalyst class is: 29. (3) Reactant: [O:1]1[CH2:6][CH2:5][N:4]([C:7]2[S:8][C:9]([CH:12]=[O:13])=[CH:10][N:11]=2)[CH2:3][CH2:2]1.C(=O)([O-])[O-].[K+].[K+].[F:20][C:21]([Si](C)(C)C)([F:23])[F:22]. Product: [F:20][C:21]([F:23])([F:22])[CH:12]([C:9]1[S:8][C:7]([N:4]2[CH2:5][CH2:6][O:1][CH2:2][CH2:3]2)=[N:11][CH:10]=1)[OH:13]. The catalyst class is: 9. (4) Reactant: [F:1][CH:2]([F:39])[C:3]1[CH:12]=[C:11]2[C:6]([CH2:7][CH2:8][CH2:9][N:10]2[C:13]2[C:17]3[CH2:18][NH:19][CH2:20][CH2:21][C:16]=3[N:15]([CH:22]3[CH2:27][CH2:26][N:25]([CH2:28][C:29]([F:32])([F:31])[F:30])[CH2:24][CH2:23]3)[N:14]=2)=[CH:5][C:4]=1[C:33]1[CH:34]=[N:35][N:36]([CH3:38])[CH:37]=1.C(N(CC)CC)C.[CH3:47][NH:48][C:49](N1C=CN=C1)=[O:50]. Product: [F:39][CH:2]([F:1])[C:3]1[CH:12]=[C:11]2[C:6]([CH2:7][CH2:8][CH2:9][N:10]2[C:13]2[C:17]3[CH2:18][N:19]([C:49]([NH:48][CH3:47])=[O:50])[CH2:20][CH2:21][C:16]=3[N:15]([CH:22]3[CH2:27][CH2:26][N:25]([CH2:28][C:29]([F:31])([F:30])[F:32])[CH2:24][CH2:23]3)[N:14]=2)=[CH:5][C:4]=1[C:33]1[CH:34]=[N:35][N:36]([CH3:38])[CH:37]=1. The catalyst class is: 2. (5) Reactant: [F:1][C:2]1[CH:7]=[C:6]([OH:8])[CH:5]=[CH:4][C:3]=1[CH2:9][CH2:10][C:11]([O:13][CH2:14][CH3:15])=[O:12].O[CH2:17][C:18]1[CH:23]=[CH:22][C:21]([CH:24]([OH:28])[CH2:25][CH2:26][CH3:27])=[CH:20][CH:19]=1.C(P(CCCC)CCCC)CCC.N(C(N1CCCCC1)=O)=NC(N1CCCCC1)=O. Product: [F:1][C:2]1[CH:7]=[C:6]([O:8][CH2:17][C:18]2[CH:23]=[CH:22][C:21]([CH:24]([OH:28])[CH2:25][CH2:26][CH3:27])=[CH:20][CH:19]=2)[CH:5]=[CH:4][C:3]=1[CH2:9][CH2:10][C:11]([O:13][CH2:14][CH3:15])=[O:12]. The catalyst class is: 345. (6) Reactant: CS/[C:3](/[NH:12][C:13](=O)OC(C)(C)C)=[N:4]\[C:5](=[O:11])[O:6][C:7]([CH3:10])([CH3:9])[CH3:8].[Cl:20][C:21]1[CH:36]=[CH:35][CH:34]=[C:33]([Cl:37])[C:22]=1[CH2:23][O:24][C:25]1[CH:26]=[C:27]([NH2:32])C(N)=[CH:29][CH:30]=1. Product: [Cl:20][C:21]1[CH:36]=[CH:35][CH:34]=[C:33]([Cl:37])[C:22]=1[CH2:23][O:24][C:25]1[CH:30]=[CH:29][C:13]2[N:12]=[C:3]([NH:4][C:5](=[O:11])[O:6][C:7]([CH3:8])([CH3:9])[CH3:10])[NH:32][C:27]=2[CH:26]=1. The catalyst class is: 130.